This data is from Full USPTO retrosynthesis dataset with 1.9M reactions from patents (1976-2016). The task is: Predict the reactants needed to synthesize the given product. (1) Given the product [ClH:24].[ClH:24].[CH3:1][O:2][C:3]([C:5]1[N:6]=[N:7][N:8]([C@H:10]2[CH2:15][CH2:14][C@@H:13]([NH2:16])[CH2:12][CH2:11]2)[CH:9]=1)=[O:4], predict the reactants needed to synthesize it. The reactants are: [CH3:1][O:2][C:3]([C:5]1[N:6]=[N:7][N:8]([C@H:10]2[CH2:15][CH2:14][C@@H:13]([NH:16]C(OC(C)(C)C)=O)[CH2:12][CH2:11]2)[CH:9]=1)=[O:4].[ClH:24]. (2) Given the product [CH2:1]([O:3][C:4]([C:6]1[CH:11]=[CH:10][CH:9]=[CH:8][C:7]=1[N:12]1[CH2:28][CH:16]2[CH2:17][N:18]([C:21]([O:23][C:24]([CH3:25])([CH3:27])[CH3:26])=[O:22])[CH2:19][CH2:20][N:15]2[C:13]1=[O:14])=[O:5])[CH3:2], predict the reactants needed to synthesize it. The reactants are: [CH2:1]([O:3][C:4]([C:6]1[CH:11]=[CH:10][CH:9]=[CH:8][C:7]=1[NH:12][C:13]([N:15]1[CH2:20][CH2:19][N:18]([C:21]([O:23][C:24]([CH3:27])([CH3:26])[CH3:25])=[O:22])[CH2:17][CH:16]1[CH2:28]O)=[O:14])=[O:5])[CH3:2].C1CCN2C(=NCCC2)CC1.CS(Cl)(=O)=O.O. (3) The reactants are: [Br:1][C:2]1[CH:3]=[C:4]([NH2:12])[C:5]2[CH:6]=[N:7][N:8]([CH3:11])[C:9]=2[CH:10]=1.N1C=CC=CC=1.Cl[CH2:20][C:21]1[N:22]=[C:23]([C:26]([Cl:28])=O)[S:24][CH:25]=1.C(=O)(O)[O-:30].[Na+]. Given the product [Br:1][C:2]1[CH:10]=[C:9]2[C:5]([CH:6]=[N:7][N:8]2[CH3:11])=[C:4]([NH:12][C:20]([C:21]2[N:22]=[C:23]([CH2:26][Cl:28])[S:24][CH:25]=2)=[O:30])[CH:3]=1, predict the reactants needed to synthesize it. (4) The reactants are: [OH:1][C:2]1[CH:3]=[C:4]([CH:31]=[CH:32][C:33]=1[O:34][CH3:35])[CH2:5][CH:6]1[C:15]2[C:10](=[CH:11][C:12]([O:18][CH3:19])=[C:13]([O:16][CH3:17])[CH:14]=2)[CH2:9][CH2:8][N:7]1[CH2:20][C:21]([NH:23][CH2:24][C:25]1[CH:30]=[CH:29][CH:28]=[CH:27][CH:26]=1)=[O:22].[CH2:36](Br)[CH:37]=[CH2:38]. Given the product [CH2:38]([O:1][C:2]1[CH:3]=[C:4]([CH:31]=[CH:32][C:33]=1[O:34][CH3:35])[CH2:5][CH:6]1[C:15]2[C:10](=[CH:11][C:12]([O:18][CH3:19])=[C:13]([O:16][CH3:17])[CH:14]=2)[CH2:9][CH2:8][N:7]1[CH2:20][C:21]([NH:23][CH2:24][C:25]1[CH:30]=[CH:29][CH:28]=[CH:27][CH:26]=1)=[O:22])[CH:37]=[CH2:36], predict the reactants needed to synthesize it. (5) Given the product [C:1]([Si:5]([CH3:27])([CH3:28])[O:6][CH2:7][CH2:8][C@H:9]([N:13]1[CH2:17][C:16]([O:18][C:19]2[CH:24]=[CH:23][CH:22]=[CH:21][C:20]=2[Cl:25])=[CH:15][C:14]1=[O:26])[C:10]([NH:41][C:38]1[CH:39]=[CH:40][N:36]([CH2:35][C@@H:33]2[CH2:32][O:31][C:30]([CH3:42])([CH3:29])[O:34]2)[N:37]=1)=[O:11])([CH3:4])([CH3:3])[CH3:2], predict the reactants needed to synthesize it. The reactants are: [C:1]([Si:5]([CH3:28])([CH3:27])[O:6][CH2:7][CH2:8][C@H:9]([N:13]1[CH2:17][C:16]([O:18][C:19]2[CH:24]=[CH:23][CH:22]=[CH:21][C:20]=2[Cl:25])=[CH:15][C:14]1=[O:26])[C:10](O)=[O:11])([CH3:4])([CH3:3])[CH3:2].[CH3:29][C:30]1([CH3:42])[O:34][C@H:33]([CH2:35][N:36]2[CH:40]=[CH:39][C:38]([NH2:41])=[N:37]2)[CH2:32][O:31]1.C(N(CC)C(C)C)(C)C.F[P-](F)(F)(F)(F)F.N1(O[P+](N(C)C)(N(C)C)N(C)C)C2C=CC=CC=2N=N1.